Dataset: Forward reaction prediction with 1.9M reactions from USPTO patents (1976-2016). Task: Predict the product of the given reaction. (1) Given the reactants [NH2:1][C:2]1[C:11]2[N:12]=[C:13]([CH2:28][O:29][CH2:30][CH3:31])[N:14]([NH:15][CH2:16][CH2:17][CH2:18][NH:19][C:20]([N:22]3[CH2:27][CH2:26][O:25][CH2:24][CH2:23]3)=[O:21])[C:10]=2[C:9]2[CH:8]=[CH:7][CH:6]=[CH:5][C:4]=2[N:3]=1.[OH-].[Na+], predict the reaction product. The product is: [NH2:1][C:2]1[C:11]2[N:12]=[C:13]([CH2:28][O:29][CH2:30][CH3:31])[N:14]([NH:15][CH2:16][CH2:17][CH2:18][NH:19][C:20]([N:22]3[CH2:27][CH2:26][O:25][CH2:24][CH2:23]3)=[O:21])[C:10]=2[C:9]2[CH2:8][CH2:7][CH2:6][CH2:5][C:4]=2[N:3]=1. (2) Given the reactants [C:1]([O:5][C:6](=[O:34])[NH:7][C:8]([C:10]1[S:11][C:12]([S:32][CH3:33])=[C:13]([S:15]([C:18]2[CH:19]=[C:20]([C:24]3[C:29]([CH3:30])=[CH:28][CH:27]=[CH:26][C:25]=3[NH2:31])[CH:21]=[CH:22][CH:23]=2)(=[O:17])=[O:16])[CH:14]=1)=[NH:9])([CH3:4])([CH3:3])[CH3:2].[S:35]([CH2:39][CH2:40][CH2:41][C:42](O)=[O:43])(=[O:38])(=[O:37])[NH2:36].CCN=C=NCCCN(C)C.C1C=CC2N(O)N=NC=2C=1, predict the reaction product. The product is: [C:1]([O:5][C:6](=[O:34])[NH:7][C:8](=[NH:9])[C:10]1[S:11][C:12]([S:32][CH3:33])=[C:13]([S:15]([C:18]2[CH:19]=[C:20]([C:24]3[C:29]([CH3:30])=[CH:28][CH:27]=[CH:26][C:25]=3[NH:31][C:42](=[O:43])[CH2:41][CH2:40][CH2:39][S:35](=[O:38])(=[O:37])[NH2:36])[CH:21]=[CH:22][CH:23]=2)(=[O:17])=[O:16])[CH:14]=1)([CH3:4])([CH3:3])[CH3:2]. (3) Given the reactants [F:1][C:2]([F:13])([F:12])[O:3][C:4]1[CH:11]=[CH:10][C:7]([CH:8]=O)=[CH:6][CH:5]=1.[NH2:14][C:15]1[S:16][C:17]([S:20]([C:23]2[CH:28]=[CH:27][C:26]([N+:29]([O-:31])=[O:30])=[CH:25][CH:24]=2)(=[O:22])=[O:21])=[CH:18][N:19]=1.C([O:34][C:35](=O)[C:36]([OH:49])=[CH:37][C:38]([C:40]1[CH:45]=[CH:44][C:43]([CH:46]([CH3:48])[CH3:47])=[CH:42][CH:41]=1)=[O:39])C, predict the reaction product. The product is: [OH:49][C:36]1[C:35](=[O:34])[N:14]([C:15]2[S:16][C:17]([S:20]([C:23]3[CH:24]=[CH:25][C:26]([N+:29]([O-:31])=[O:30])=[CH:27][CH:28]=3)(=[O:21])=[O:22])=[CH:18][N:19]=2)[CH:8]([C:7]2[CH:10]=[CH:11][C:4]([O:3][C:2]([F:13])([F:12])[F:1])=[CH:5][CH:6]=2)[C:37]=1[C:38](=[O:39])[C:40]1[CH:45]=[CH:44][C:43]([CH:46]([CH3:48])[CH3:47])=[CH:42][CH:41]=1. (4) Given the reactants [F:8][C:7]([F:10])([F:9])[C:6](O[C:6](=[O:11])[C:7]([F:10])([F:9])[F:8])=[O:11].[Br:14][C:15]1[CH:16]=[C:17]2[C:21](=[CH:22][CH:23]=1)[NH:20][CH:19]=[CH:18]2, predict the reaction product. The product is: [Br:14][C:15]1[CH:16]=[C:17]2[C:21](=[CH:22][CH:23]=1)[NH:20][CH:19]=[C:18]2[C:6](=[O:11])[C:7]([F:8])([F:9])[F:10]. (5) Given the reactants [CH2:1]([O:8][C:9](=[O:37])[NH:10][CH2:11][C@H:12]([N:28](C(OC(C)(C)C)=O)[CH3:29])[CH2:13][O:14][C:15](=[O:27])[NH:16][C:17]1[N:18]=[CH:19][C:20]2[C:25]([CH:26]=1)=[CH:24][CH:23]=[CH:22][CH:21]=2)[C:2]1[CH:7]=[CH:6][CH:5]=[CH:4][CH:3]=1.Cl, predict the reaction product. The product is: [CH2:1]([O:8][C:9]([NH:10][CH2:11][C@H:12]([NH:28][CH3:29])[CH2:13][O:14][C:15](=[O:27])[NH:16][C:17]1[N:18]=[CH:19][C:20]2[C:25]([CH:26]=1)=[CH:24][CH:23]=[CH:22][CH:21]=2)=[O:37])[C:2]1[CH:3]=[CH:4][CH:5]=[CH:6][CH:7]=1. (6) Given the reactants [F:1][C:2]([F:41])([F:40])[C:3]1[CH:4]=[C:5]([CH:33]=[C:34]([C:36]([F:39])([F:38])[F:37])[CH:35]=1)[C:6]([N:8]1[CH2:13][CH2:12][CH:11]([N:14]2[CH2:19][CH2:18][N:17]([C:20](=O)[C:21](F)(F)F)[CH2:16][CH2:15]2)[CH:10]([C:26]2[CH:31]=[CH:30][C:29]([Cl:32])=[CH:28][CH:27]=2)[CH2:9]1)=[O:7].[CH:42]1(CBr)C[CH2:43]1, predict the reaction product. The product is: [F:38][C:36]([F:39])([F:37])[C:34]1[CH:33]=[C:5]([C:6]([N:8]2[CH2:13][CH2:12][CH:11]([N:14]3[CH2:15][CH2:16][N:17]([CH2:20][CH:21]4[CH2:43][CH2:42]4)[CH2:18][CH2:19]3)[CH:10]([C:26]3[CH:27]=[CH:28][C:29]([Cl:32])=[CH:30][CH:31]=3)[CH2:9]2)=[O:7])[CH:4]=[C:3]([C:2]([F:41])([F:1])[F:40])[CH:35]=1. (7) Given the reactants CN(C(ON1N=N[C:11]2[CH:12]=[CH:13][CH:14]=[N:15][C:10]1=2)=[N+](C)C)C.F[P-](F)(F)(F)(F)F.[NH:25]1[C:29]2[CH:30]=[CH:31][CH:32]=[CH:33][C:28]=2[N:27]=[C:26]1[C:34]([C:36]1[CH:51]=[CH:50][C:39]([O:40][C:41]2[N:49]=[CH:48][CH:47]=[CH:46][C:42]=2[C:43](O)=[O:44])=[CH:38][CH:37]=1)=[O:35].[CH:52]([N:55](C(C)C)CC)(C)[CH3:53].C1C=CC(CCN)=CC=1, predict the reaction product. The product is: [NH:27]1[C:28]2[CH:33]=[CH:32][CH:31]=[CH:30][C:29]=2[N:25]=[C:26]1[C:34]([C:36]1[CH:37]=[CH:38][C:39]([O:40][C:41]2[N:49]=[CH:48][CH:47]=[CH:46][C:42]=2[C:43]([NH:55][CH2:52][CH2:53][C:10]2[CH:11]=[CH:12][CH:13]=[CH:14][N:15]=2)=[O:44])=[CH:50][CH:51]=1)=[O:35]. (8) Given the reactants [CH:1]1([CH2:7][C:8]2[S:12][C:11]([NH:13][C:14](=[O:27])[C:15]3[CH:20]=[C:19]([O:21]C)[C:18]([O:23]C)=[C:17]([O:25]C)[CH:16]=3)=[N:10][C:9]=2[C:28]2[CH:33]=[CH:32][C:31]([OH:34])=[CH:30][CH:29]=2)[CH2:6][CH2:5][CH2:4][CH2:3][CH2:2]1.B(Br)(Br)Br, predict the reaction product. The product is: [CH:1]1([CH2:7][C:8]2[S:12][C:11]([NH:13][C:14](=[O:27])[C:15]3[CH:16]=[C:17]([OH:25])[C:18]([OH:23])=[C:19]([OH:21])[CH:20]=3)=[N:10][C:9]=2[C:28]2[CH:33]=[CH:32][C:31]([OH:34])=[CH:30][CH:29]=2)[CH2:6][CH2:5][CH2:4][CH2:3][CH2:2]1. (9) Given the reactants [NH2:1][C:2]1[CH:10]=[C:9]([Cl:11])[CH:8]=[CH:7][C:3]=1[C:4]([NH2:6])=O.[Cl:12][C:13]1[CH:21]=[CH:20][CH:19]=[CH:18][C:14]=1[C:15](Cl)=O.[N:22]1([C:28]([O:30][CH2:31][CH3:32])=[O:29])[CH2:27][CH2:26][NH:25][CH2:24][CH2:23]1, predict the reaction product. The product is: [Cl:11][C:9]1[CH:10]=[C:2]2[C:3]([C:4]([N:25]3[CH2:24][CH2:23][N:22]([C:28]([O:30][CH2:31][CH3:32])=[O:29])[CH2:27][CH2:26]3)=[N:6][C:15]([C:14]3[CH:18]=[CH:19][CH:20]=[CH:21][C:13]=3[Cl:12])=[N:1]2)=[CH:7][CH:8]=1.